The task is: Predict the reactants needed to synthesize the given product.. This data is from Full USPTO retrosynthesis dataset with 1.9M reactions from patents (1976-2016). (1) The reactants are: Br[CH2:2][C:3]([C:5]1[CH:10]=[CH:9][C:8]([CH3:11])=[C:7]([CH3:12])[CH:6]=1)=[O:4].[CH3:13][CH:14](C)[CH2:15]N(C=CC)CC(C)C.[OH:25][CH2:26][C:27]([CH3:31])([CH2:29][OH:30])[CH3:28].S(=O)(=O)(O)O.C1(C)C=CC(S(O)(=O)=O)=CC=1. Given the product [CH3:28][C:27]1([CH3:31])[CH2:29][O:30][CH:13]([CH:14]([CH3:15])[CH2:2][C:3]([C:5]2[CH:10]=[CH:9][C:8]([CH3:11])=[C:7]([CH3:12])[CH:6]=2)=[O:4])[O:25][CH2:26]1, predict the reactants needed to synthesize it. (2) Given the product [Cl:1][C:2]1[CH:3]=[CH:4][C:5]([C:8]([F:15])([F:14])[C:9]([OH:11])=[O:10])=[N:6][CH:7]=1, predict the reactants needed to synthesize it. The reactants are: [Cl:1][C:2]1[CH:3]=[CH:4][C:5]([C:8]([F:15])([F:14])[C:9]([O:11]CC)=[O:10])=[N:6][CH:7]=1.CO.O.O.[OH-].[Li+]. (3) Given the product [N+:3]([C:6]1[C:14]([N+:15]([O-:17])=[O:16])=[CH:13][CH:12]=[CH:11][C:7]=1[CH2:8][OH:9])([O-:5])=[O:4], predict the reactants needed to synthesize it. The reactants are: [BH4-].[Na+].[N+:3]([C:6]1[C:14]([N+:15]([O-:17])=[O:16])=[CH:13][CH:12]=[CH:11][C:7]=1[C:8](O)=[O:9])([O-:5])=[O:4]. (4) Given the product [NH2:1][CH2:2][CH2:3][O:4][C:5]1[CH:14]=[CH:13][CH:12]=[C:11]2[C:6]=1[C:7]([NH:15][C:16]1[CH:21]=[CH:20][C:19]([O:22][CH2:26][C:27]3[N:28]=[CH:29][S:30][CH:31]=3)=[C:18]([Cl:23])[CH:17]=1)=[N:8][CH:9]=[N:10]2, predict the reactants needed to synthesize it. The reactants are: [NH2:1][CH2:2][CH2:3][O:4][C:5]1[CH:14]=[CH:13][CH:12]=[C:11]2[C:6]=1[C:7]([NH:15][C:16]1[CH:21]=[CH:20][C:19]([OH:22])=[C:18]([Cl:23])[CH:17]=1)=[N:8][CH:9]=[N:10]2.Cl.Cl[CH2:26][C:27]1[N:28]=[CH:29][S:30][CH:31]=1. (5) Given the product [OH:20][CH:18]1[CH2:4][CH2:1][C:5]2[C:6](=[CH:7][CH:8]=[CH:9][CH:10]=2)[O:12]1, predict the reactants needed to synthesize it. The reactants are: [C:1]([C:5]1[CH:10]=[C:9](O)[CH:8]=[CH:7][C:6]=1[OH:12])([CH3:4])(C)C.CC(O)(CC[C:18](C)([OH:20])C)C.CCCCCCC.